Dataset: Catalyst prediction with 721,799 reactions and 888 catalyst types from USPTO. Task: Predict which catalyst facilitates the given reaction. (1) Reactant: [NH:1]1[C:9]2[C:4](=[CH:5][CH:6]=[CH:7][CH:8]=2)[C:3]([C@H:10]([CH3:30])[C@@H:11]([NH:15][C:16]([N:18]2[CH2:23][CH2:22][CH:21]([C:24]3[CH:29]=[CH:28][CH:27]=[CH:26][CH:25]=3)[CH2:20][CH2:19]2)=[O:17])[C:12](O)=[O:13])=[CH:2]1.[NH2:31][C:32]1[CH:40]=[C:39]([CH2:41][N:42]([CH3:44])[CH3:43])[CH:38]=[CH:37][C:33]=1[C:34]([NH2:36])=[O:35].F[P-](F)(F)(F)(F)F.N1(OC(N(C)C)=[N+](C)C)C2N=CC=CC=2N=N1.C(=O)([O-])O.[Na+]. Product: [NH2:36][C:34]([C:33]1[CH:37]=[CH:38][C:39]([CH2:41][N:42]([CH3:43])[CH3:44])=[CH:40][C:32]=1[NH:31][C:12]([C@H:11]([NH:15][C:16]([N:18]1[CH2:19][CH2:20][CH:21]([C:24]2[CH:29]=[CH:28][CH:27]=[CH:26][CH:25]=2)[CH2:22][CH2:23]1)=[O:17])[C@H:10]([C:3]1[C:4]2[C:9](=[CH:8][CH:7]=[CH:6][CH:5]=2)[NH:1][CH:2]=1)[CH3:30])=[O:13])=[O:35]. The catalyst class is: 174. (2) Reactant: [CH2:1]([C:8]1([OH:14])[CH2:12][CH2:11][O:10][C:9]1=[O:13])[C:2]1[CH:7]=[CH:6][CH:5]=[CH:4][CH:3]=1.[NH2:15][C@H:16]([C:21]([NH:23][CH3:24])=[O:22])[C:17]([CH3:20])([CH3:19])[CH3:18].N1C=CC=CC1=O. Product: [CH2:1]([C@:8]([OH:14])([CH2:12][CH2:11][OH:10])[C:9]([NH:15][C@H:16]([C:21](=[O:22])[NH:23][CH3:24])[C:17]([CH3:20])([CH3:19])[CH3:18])=[O:13])[C:2]1[CH:7]=[CH:6][CH:5]=[CH:4][CH:3]=1.[CH2:1]([C@@:8]([OH:14])([CH2:12][CH2:11][OH:10])[C:9]([NH:15][C@H:16]([C:21](=[O:22])[NH:23][CH3:24])[C:17]([CH3:20])([CH3:19])[CH3:18])=[O:13])[C:2]1[CH:7]=[CH:6][CH:5]=[CH:4][CH:3]=1. The catalyst class is: 26. (3) The catalyst class is: 75. Reactant: [Cl:1][C:2]1[CH:7]=[C:6](Cl)[N:5]=[CH:4][C:3]=1[CH2:9][OH:10].CC1(C)OB([C:17]2[CH:18]=[N:19][C:20]([C:23]([F:26])([F:25])[F:24])=[N:21][CH:22]=2)OC1(C)C.C(=O)([O-])[O-].[K+].[K+]. Product: [Cl:1][C:2]1[CH:7]=[C:6]([C:17]2[CH:18]=[N:19][C:20]([C:23]([F:26])([F:25])[F:24])=[N:21][CH:22]=2)[N:5]=[CH:4][C:3]=1[CH2:9][OH:10]. (4) Reactant: [C:1](N1C=CN=C1)(N1C=CN=C1)=[O:2].[NH2:13][C:14]1[CH:34]=[C:33]([F:35])[CH:32]=[CH:31][C:15]=1[CH2:16][NH:17][CH:18]1[CH2:23][CH2:22][N:21]([CH2:24][C:25]2[CH:30]=[CH:29][CH:28]=[CH:27][CH:26]=2)[CH2:20][CH2:19]1. Product: [CH2:24]([N:21]1[CH2:22][CH2:23][CH:18]([N:17]2[CH2:16][C:15]3[C:14](=[CH:34][C:33]([F:35])=[CH:32][CH:31]=3)[NH:13][C:1]2=[O:2])[CH2:19][CH2:20]1)[C:25]1[CH:30]=[CH:29][CH:28]=[CH:27][CH:26]=1. The catalyst class is: 7.